Task: Predict the product of the given reaction.. Dataset: Forward reaction prediction with 1.9M reactions from USPTO patents (1976-2016) (1) Given the reactants [F:1][C:2]([F:9])([F:8])[C:3](=O)[CH2:4][C:5]#[N:6].Cl.[C:11]1([NH:17][NH2:18])[CH:16]=[CH:15][CH:14]=[CH:13][CH:12]=1, predict the reaction product. The product is: [C:11]1([N:17]2[C:5]([NH2:6])=[CH:4][C:3]([C:2]([F:9])([F:8])[F:1])=[N:18]2)[CH:16]=[CH:15][CH:14]=[CH:13][CH:12]=1. (2) Given the reactants [C:1]([C:5]1[CH:9]=[C:8]([NH2:10])[N:7]([C:11]2[CH:12]=[N:13][CH:14]=[CH:15][CH:16]=2)[N:6]=1)([CH3:4])([CH3:3])[CH3:2].Cl[C:18]([O:20][C:21]1[CH:26]=[CH:25][CH:24]=[CH:23][CH:22]=1)=[O:19], predict the reaction product. The product is: [C:1]([C:5]1[CH:9]=[C:8]([NH:10][C:18](=[O:19])[O:20][C:21]2[CH:26]=[CH:25][CH:24]=[CH:23][CH:22]=2)[N:7]([C:11]2[CH:12]=[N:13][CH:14]=[CH:15][CH:16]=2)[N:6]=1)([CH3:4])([CH3:2])[CH3:3]. (3) Given the reactants Cl[C:2]1[C:11]([C:12]2[NH:16][N:15]=[N:14][N:13]=2)=[C:10]([C:17]2[CH:22]=[CH:21][CH:20]=[CH:19][CH:18]=2)[C:9]2[C:4](=[CH:5][C:6]([F:24])=[C:7]([Cl:23])[CH:8]=2)[N:3]=1.[NH:25]1[CH2:30][CH2:29][CH2:28][CH2:27][CH2:26]1, predict the reaction product. The product is: [Cl:23][C:7]1[CH:8]=[C:9]2[C:4](=[CH:5][C:6]=1[F:24])[N:3]=[C:2]([N:25]1[CH2:30][CH2:29][CH2:28][CH2:27][CH2:26]1)[C:11]([C:12]1[N:16]=[N:15][NH:14][N:13]=1)=[C:10]2[C:17]1[CH:22]=[CH:21][CH:20]=[CH:19][CH:18]=1. (4) Given the reactants [Cl:1][C:2]1[CH:7]=[CH:6][C:5]([C:8]2[S:12][C:11]([C:13]([OH:15])=O)=[CH:10][CH:9]=2)=[CH:4][CH:3]=1.C(Cl)(=O)C(Cl)=O.[C:22]([O:26][C:27]([N:29]1[C:37]2[C:32](=[CH:33][CH:34]=[C:35]([NH2:38])[CH:36]=2)[C:31]([N:39]([C:47]([O:49][C:50]([CH3:53])([CH3:52])[CH3:51])=[O:48])[CH2:40][C:41]2[N:42]=[CH:43][S:44][C:45]=2[CH3:46])=[N:30]1)=[O:28])([CH3:25])([CH3:24])[CH3:23].C(N(CC)CC)C, predict the reaction product. The product is: [C:22]([O:26][C:27]([N:29]1[C:37]2[C:32](=[CH:33][CH:34]=[C:35]([NH:38][C:13]([C:11]3[S:12][C:8]([C:5]4[CH:4]=[CH:3][C:2]([Cl:1])=[CH:7][CH:6]=4)=[CH:9][CH:10]=3)=[O:15])[CH:36]=2)[C:31]([N:39]([C:47]([O:49][C:50]([CH3:53])([CH3:52])[CH3:51])=[O:48])[CH2:40][C:41]2[N:42]=[CH:43][S:44][C:45]=2[CH3:46])=[N:30]1)=[O:28])([CH3:25])([CH3:24])[CH3:23]. (5) Given the reactants COC1C=CC(NC2N=NC(C(NC(C3CCOCC3)=O)C)=CN=2)=CC=1.[NH2:27][CH:28]([C:30]1[N:35]=[N:34][C:33]([NH:36][C:37]2[CH:42]=[CH:41][C:40]([O:43][CH3:44])=[CH:39][CH:38]=2)=[N:32][CH:31]=1)[CH3:29].[CH3:45][N:46]1[C:54]2[C:49](=[CH:50][CH:51]=[CH:52][CH:53]=2)[C:48]([C:55](O)=[O:56])=[CH:47]1, predict the reaction product. The product is: [CH3:45][N:46]1[C:54]2[C:49](=[CH:50][CH:51]=[CH:52][CH:53]=2)[C:48]([C:55]([NH:27][CH:28]([C:30]2[N:35]=[N:34][C:33]([NH:36][C:37]3[CH:42]=[CH:41][C:40]([O:43][CH3:44])=[CH:39][CH:38]=3)=[N:32][CH:31]=2)[CH3:29])=[O:56])=[CH:47]1. (6) Given the reactants [F:1][C:2]1[CH:37]=[C:36]([F:38])[CH:35]=[CH:34][C:3]=1[CH2:4][C:5]1[C:6]([NH:27][C:28](=[O:33])[C:29]([F:32])([F:31])[F:30])=[C:7]([C:18]2[CH:26]=[CH:25][C:21]([C:22]([OH:24])=O)=[CH:20][CH:19]=2)[C:8]2[C:15](=[O:16])[N:14]3[C@@H:10]([CH2:11][CH2:12][CH2:13]3)[C:9]=2[N:17]=1.Cl.CN(C)CCCN=C=NCC.O.ON1C2C=CC=CC=2N=N1.[NH2:62][C@H:63]1[C:71]2[C:66](=[CH:67][CH:68]=[CH:69][CH:70]=2)[CH2:65][CH2:64]1, predict the reaction product. The product is: [F:1][C:2]1[CH:37]=[C:36]([F:38])[CH:35]=[CH:34][C:3]=1[CH2:4][C:5]1[C:6]([NH:27][C:28](=[O:33])[C:29]([F:30])([F:32])[F:31])=[C:7]([C:18]2[CH:26]=[CH:25][C:21]([C:22]([NH:62][C@H:63]3[C:71]4[C:66](=[CH:67][CH:68]=[CH:69][CH:70]=4)[CH2:65][CH2:64]3)=[O:24])=[CH:20][CH:19]=2)[C:8]2[C:15](=[O:16])[N:14]3[C@@H:10]([CH2:11][CH2:12][CH2:13]3)[C:9]=2[N:17]=1.